From a dataset of NCI-60 drug combinations with 297,098 pairs across 59 cell lines. Regression. Given two drug SMILES strings and cell line genomic features, predict the synergy score measuring deviation from expected non-interaction effect. (1) Drug 1: C(CC(=O)O)C(=O)CN.Cl. Synergy scores: CSS=32.7, Synergy_ZIP=-4.20, Synergy_Bliss=-6.28, Synergy_Loewe=-11.5, Synergy_HSA=-3.94. Drug 2: CC1C(C(CC(O1)OC2CC(CC3=C2C(=C4C(=C3O)C(=O)C5=C(C4=O)C(=CC=C5)OC)O)(C(=O)CO)O)N)O.Cl. Cell line: DU-145. (2) Drug 1: CC1=C2C(C(=O)C3(C(CC4C(C3C(C(C2(C)C)(CC1OC(=O)C(C(C5=CC=CC=C5)NC(=O)OC(C)(C)C)O)O)OC(=O)C6=CC=CC=C6)(CO4)OC(=O)C)O)C)O. Drug 2: CN(C(=O)NC(C=O)C(C(C(CO)O)O)O)N=O. Cell line: CAKI-1. Synergy scores: CSS=2.39, Synergy_ZIP=-1.83, Synergy_Bliss=-2.94, Synergy_Loewe=-12.2, Synergy_HSA=-3.21. (3) Drug 1: C1=CC(=CC=C1CCCC(=O)O)N(CCCl)CCCl. Drug 2: CCC1(CC2CC(C3=C(CCN(C2)C1)C4=CC=CC=C4N3)(C5=C(C=C6C(=C5)C78CCN9C7C(C=CC9)(C(C(C8N6C=O)(C(=O)OC)O)OC(=O)C)CC)OC)C(=O)OC)O.OS(=O)(=O)O. Cell line: HOP-62. Synergy scores: CSS=35.9, Synergy_ZIP=1.73, Synergy_Bliss=0.182, Synergy_Loewe=-4.65, Synergy_HSA=-3.39. (4) Drug 1: COC1=CC(=CC(=C1O)OC)C2C3C(COC3=O)C(C4=CC5=C(C=C24)OCO5)OC6C(C(C7C(O6)COC(O7)C8=CC=CS8)O)O. Drug 2: C1=NC(=NC(=O)N1C2C(C(C(O2)CO)O)O)N. Cell line: T-47D. Synergy scores: CSS=34.7, Synergy_ZIP=-4.99, Synergy_Bliss=1.22, Synergy_Loewe=-9.03, Synergy_HSA=-0.612. (5) Drug 1: COC1=NC(=NC2=C1N=CN2C3C(C(C(O3)CO)O)O)N. Drug 2: B(C(CC(C)C)NC(=O)C(CC1=CC=CC=C1)NC(=O)C2=NC=CN=C2)(O)O. Cell line: KM12. Synergy scores: CSS=60.5, Synergy_ZIP=-4.45, Synergy_Bliss=-5.34, Synergy_Loewe=-3.74, Synergy_HSA=-2.75. (6) Cell line: HCT116. Drug 1: COC1=CC(=CC(=C1O)OC)C2C3C(COC3=O)C(C4=CC5=C(C=C24)OCO5)OC6C(C(C7C(O6)COC(O7)C8=CC=CS8)O)O. Synergy scores: CSS=57.7, Synergy_ZIP=4.49, Synergy_Bliss=5.58, Synergy_Loewe=5.83, Synergy_HSA=7.79. Drug 2: CCCCC(=O)OCC(=O)C1(CC(C2=C(C1)C(=C3C(=C2O)C(=O)C4=C(C3=O)C=CC=C4OC)O)OC5CC(C(C(O5)C)O)NC(=O)C(F)(F)F)O. (7) Drug 1: C#CCC(CC1=CN=C2C(=N1)C(=NC(=N2)N)N)C3=CC=C(C=C3)C(=O)NC(CCC(=O)O)C(=O)O. Drug 2: C1CNP(=O)(OC1)N(CCCl)CCCl. Cell line: MDA-MB-231. Synergy scores: CSS=-1.46, Synergy_ZIP=1.76, Synergy_Bliss=3.05, Synergy_Loewe=-2.87, Synergy_HSA=-2.73. (8) Drug 1: CCC1(CC2CC(C3=C(CCN(C2)C1)C4=CC=CC=C4N3)(C5=C(C=C6C(=C5)C78CCN9C7C(C=CC9)(C(C(C8N6C)(C(=O)OC)O)OC(=O)C)CC)OC)C(=O)OC)O.OS(=O)(=O)O. Drug 2: C#CCC(CC1=CN=C2C(=N1)C(=NC(=N2)N)N)C3=CC=C(C=C3)C(=O)NC(CCC(=O)O)C(=O)O. Cell line: SK-OV-3. Synergy scores: CSS=-0.785, Synergy_ZIP=-0.822, Synergy_Bliss=-4.48, Synergy_Loewe=-5.75, Synergy_HSA=-5.26. (9) Drug 1: CCCCCOC(=O)NC1=NC(=O)N(C=C1F)C2C(C(C(O2)C)O)O. Drug 2: C1CN1C2=NC(=NC(=N2)N3CC3)N4CC4. Cell line: SK-MEL-5. Synergy scores: CSS=43.2, Synergy_ZIP=1.71, Synergy_Bliss=3.39, Synergy_Loewe=-27.0, Synergy_HSA=3.88. (10) Drug 1: C1=C(C(=O)NC(=O)N1)F. Drug 2: CC1=C(C=C(C=C1)C(=O)NC2=CC(=CC(=C2)C(F)(F)F)N3C=C(N=C3)C)NC4=NC=CC(=N4)C5=CN=CC=C5. Cell line: A498. Synergy scores: CSS=46.9, Synergy_ZIP=-2.50, Synergy_Bliss=-8.32, Synergy_Loewe=-11.3, Synergy_HSA=-10.8.